This data is from Forward reaction prediction with 1.9M reactions from USPTO patents (1976-2016). The task is: Predict the product of the given reaction. (1) Given the reactants Cl[C:2]1[N:7]=[C:6]([Cl:8])[N:5]=[C:4]([Cl:9])[N:3]=1.[NH:10]1[CH2:15][CH2:14][CH:13]([C:16]([O:18][CH2:19][CH3:20])=[O:17])[CH2:12][CH2:11]1.C(N(C(C)C)CC)(C)C, predict the reaction product. The product is: [Cl:9][C:4]1[N:5]=[C:6]([Cl:8])[N:7]=[C:2]([N:10]2[CH2:15][CH2:14][CH:13]([C:16]([O:18][CH2:19][CH3:20])=[O:17])[CH2:12][CH2:11]2)[N:3]=1. (2) Given the reactants CCOC(/N=N/C(OCC)=O)=O.[F:13][C:14]([F:43])([C:33]([F:42])([F:41])[C:34]([F:40])([F:39])[C:35]([F:38])([F:37])[F:36])[CH2:15][CH2:16][CH2:17][CH2:18][O:19][C:20]1[CH:21]=[N:22][C:23]([C:26]2[CH:31]=[CH:30][C:29]([OH:32])=[CH:28][CH:27]=2)=[N:24][CH:25]=1.[CH2:44](O)[CH2:45][CH2:46][CH2:47]/[CH:48]=[CH:49]/[CH2:50][CH2:51][CH2:52][CH3:53].C1(P(C2C=CC=CC=2)C2C=CC=CC=2)C=CC=CC=1, predict the reaction product. The product is: [CH2:44]([O:32][C:29]1[CH:28]=[CH:27][C:26]([C:23]2[N:22]=[CH:21][C:20]([O:19][CH2:18][CH2:17][CH2:16][CH2:15][C:14]([F:13])([F:43])[C:33]([F:41])([F:42])[C:34]([F:39])([F:40])[C:35]([F:36])([F:37])[F:38])=[CH:25][N:24]=2)=[CH:31][CH:30]=1)[CH2:45][CH2:46][CH2:47]/[CH:48]=[CH:49]/[CH2:50][CH2:51][CH2:52][CH3:53]. (3) Given the reactants [CH:1]12[O:8][CH:5]([CH2:6][CH2:7]1)[CH2:4][NH:3][CH2:2]2.C([O-])([O-])=O.[K+].[K+].[Cl:15][C:16]1[CH:23]=[CH:22][C:19]([CH:20]=[O:21])=[C:18](F)[CH:17]=1, predict the reaction product. The product is: [CH:5]12[O:8][CH:1]([CH2:7][CH2:6]1)[CH2:2][N:3]([C:22]1[CH:23]=[C:16]([Cl:15])[CH:17]=[CH:18][C:19]=1[CH:20]=[O:21])[CH2:4]2. (4) Given the reactants [Cl:1]([O-:5])(=[O:4])(=[O:3])=[O:2].[C:6]([O:10][C:11]([NH:13][CH2:14][C:15]1[C+:16]=[C:17]2[C:21](=[CH:22][CH:23]=1)[N:20]1[CH2:24][CH:25]=[C:26]([CH3:28])[CH:27]=[C:19]1[C:18]2([CH3:30])[CH3:29])=[O:12])([CH3:9])([CH3:8])[CH3:7].CO[CH:33](OC)[N:34]([CH3:36])[CH3:35].N12CCCN=C1CCCCC2, predict the reaction product. The product is: [Cl:1]([O-:5])(=[O:4])(=[O:3])=[O:2].[C:6]([O:10][C:11]([NH:13][CH2:14][C:15]1[C+:16]=[C:17]2[C:21](=[CH:22][CH:23]=1)[N:20]1[CH2:24][CH:25]=[C:26]([CH:28]=[CH:33][N:34]([CH3:36])[CH3:35])[CH:27]=[C:19]1[C:18]2([CH3:30])[CH3:29])=[O:12])([CH3:9])([CH3:7])[CH3:8]. (5) The product is: [C:1]([C:5]([C:8]([O:11][C:12]([C:18]([O:21][C:22]([C:28]([O:39][CH2:38][CH:36]([O:35][CH2:34][CH2:33][CH2:32][O:31][C:28]([C:22]([O:21][C:18]([C:12]([O:11][C:8]([C:5]([C:1]([F:2])([F:3])[F:4])([F:6])[F:7])([F:9])[F:10])([C:14]([F:15])([F:17])[F:16])[F:13])([F:20])[F:19])([C:24]([F:27])([F:26])[F:25])[F:23])=[O:29])[CH3:37])=[O:29])([C:24]([F:25])([F:26])[F:27])[F:23])([F:19])[F:20])([C:14]([F:17])([F:16])[F:15])[F:13])([F:9])[F:10])([F:6])[F:7])([F:4])([F:2])[F:3]. Given the reactants [C:1]([C:5]([C:8]([O:11][C:12]([C:18]([O:21][C:22]([C:28](F)=[O:29])([C:24]([F:27])([F:26])[F:25])[F:23])([F:20])[F:19])([C:14]([F:17])([F:16])[F:15])[F:13])([F:10])[F:9])([F:7])[F:6])([F:4])([F:3])[F:2].[OH:31][CH2:32][CH2:33][CH2:34][O:35][CH:36]([CH2:38][OH:39])[CH3:37], predict the reaction product.